Dataset: Forward reaction prediction with 1.9M reactions from USPTO patents (1976-2016). Task: Predict the product of the given reaction. (1) The product is: [F:13][C:14]1[CH:15]=[C:16]([C:48]2[CH:53]=[CH:52][CH:51]=[CH:50][C:49]=2[C:54]2[NH:3][C:4](=[O:7])[O:5][N:55]=2)[CH:17]=[CH:18][C:19]=1[CH2:20][C:21]1[C:22](=[O:47])[N:23]([C@H:33]2[CH2:38][CH2:37][C@H:36]([O:39][CH:40]([C:42]3([OH:46])[CH2:43][CH2:44][CH2:45]3)[CH3:41])[CH2:35][CH2:34]2)[C:24]2[N:25]([N:30]=[CH:31][N:32]=2)[C:26]=1[CH2:27][CH2:28][CH3:29]. Given the reactants [Cl-].O[NH3+:3].[C:4](=[O:7])([O-])[OH:5].[Na+].CS(C)=O.[F:13][C:14]1[CH:15]=[C:16]([C:48]2[C:49]([C:54]#[N:55])=[CH:50][CH:51]=[CH:52][CH:53]=2)[CH:17]=[CH:18][C:19]=1[CH2:20][C:21]1[C:22](=[O:47])[N:23]([C@H:33]2[CH2:38][CH2:37][C@H:36]([O:39][CH:40]([C:42]3([OH:46])[CH2:45][CH2:44][CH2:43]3)[CH3:41])[CH2:35][CH2:34]2)[C:24]2[N:25]([N:30]=[CH:31][N:32]=2)[C:26]=1[CH2:27][CH2:28][CH3:29], predict the reaction product. (2) Given the reactants [NH2:1][CH2:2][C:3]1[C:12]2[C:7](=[CH:8][CH:9]=[CH:10][CH:11]=2)[C:6](=[O:13])[N:5]([NH:14][C:15](=[O:24])[CH2:16][C:17]2[CH:22]=[CH:21][C:20]([Cl:23])=[CH:19][CH:18]=2)[N:4]=1.[C:25](Cl)(=[O:32])[O:26][CH:27]1[CH2:31][CH2:30][CH2:29][CH2:28]1, predict the reaction product. The product is: [CH:27]1([O:26][C:25](=[O:32])[NH:1][CH2:2][C:3]2[C:12]3[C:7](=[CH:8][CH:9]=[CH:10][CH:11]=3)[C:6](=[O:13])[N:5]([NH:14][C:15](=[O:24])[CH2:16][C:17]3[CH:18]=[CH:19][C:20]([Cl:23])=[CH:21][CH:22]=3)[N:4]=2)[CH2:31][CH2:30][CH2:29][CH2:28]1. (3) Given the reactants [CH2:1]([O:8][C:9]1[C:13]([CH2:14][OH:15])=[CH:12][N:11]([CH3:16])[N:10]=1)[C:2]1[CH:7]=[CH:6][CH:5]=[CH:4][CH:3]=1, predict the reaction product. The product is: [CH2:1]([O:8][C:9]1[C:13]([CH:14]=[O:15])=[CH:12][N:11]([CH3:16])[N:10]=1)[C:2]1[CH:7]=[CH:6][CH:5]=[CH:4][CH:3]=1. (4) Given the reactants [Cl:1][C:2]1[CH:10]=[CH:9][CH:8]=[C:7]2[C:3]=1[C:4](=[O:12])[NH:5][C:6]2=[O:11].[F:13][C:14]1[CH:21]=[CH:20][C:17]([CH2:18]N)=[CH:16][CH:15]=1, predict the reaction product. The product is: [Cl:1][C:2]1[CH:10]=[CH:9][CH:8]=[C:7]2[C:3]=1[C:4](=[O:12])[N:5]([CH2:18][C:17]1[CH:20]=[CH:21][C:14]([F:13])=[CH:15][CH:16]=1)[C:6]2=[O:11].